Dataset: Reaction yield outcomes from USPTO patents with 853,638 reactions. Task: Predict the reaction yield, written as a fraction of the theoretical maximum amount of product (1.0 means a 100% yield; for example, 0.34 means a 34% yield). The reactants are [CH:1]1([S:7]([CH2:10][C:11]2[N:12]=[C:13]([C:17]3[CH:26]=[CH:25][C:20]([C:21]([O:23]C)=[O:22])=[CH:19][CH:18]=3)[O:14][C:15]=2[CH3:16])(=[O:9])=[O:8])[CH2:6][CH2:5][CH2:4][CH2:3][CH2:2]1.O. The catalyst is Cl. The product is [CH:1]1([S:7]([CH2:10][C:11]2[N:12]=[C:13]([C:17]3[CH:18]=[CH:19][C:20]([C:21]([OH:23])=[O:22])=[CH:25][CH:26]=3)[O:14][C:15]=2[CH3:16])(=[O:9])=[O:8])[CH2:2][CH2:3][CH2:4][CH2:5][CH2:6]1. The yield is 0.880.